Predict the reaction yield, written as a fraction of the theoretical maximum amount of product (1.0 means a 100% yield; for example, 0.34 means a 34% yield). From a dataset of Reaction yield outcomes from USPTO patents with 853,638 reactions. (1) The reactants are Br[C:2]1[CH:9]=[C:8]([N:10]2[C:18]3[CH2:17][C:16]([CH3:20])([CH3:19])[CH2:15][C:14](=[O:21])[C:13]=3[C:12]([C:22]([F:25])([F:24])[F:23])=[N:11]2)[CH:7]=[CH:6][C:3]=1[C:4]#[N:5].[CH3:26][N:27]([CH3:40])[CH2:28][CH2:29][O:30][C:31]1[CH:32]=[C:33]([NH2:39])[CH:34]=[CH:35][C:36]=1[O:37][CH3:38].CC([O-:45])(C)C.[Na+].[OH-].[Na+].OO. The catalyst is C1(C)C=CC=CC=1.CC([O-])=O.CC([O-])=O.[Pd+2].C1C=CC(P(C2C=CC=CC=2)[C-]2C=CC=C2)=CC=1.C1C=CC(P(C2C=CC=CC=2)[C-]2C=CC=C2)=CC=1.[Fe+2]. The product is [CH3:40][N:27]([CH3:26])[CH2:28][CH2:29][O:30][C:31]1[CH:32]=[C:33]([NH:39][C:2]2[CH:9]=[C:8]([N:10]3[C:18]4[CH2:17][C:16]([CH3:20])([CH3:19])[CH2:15][C:14](=[O:21])[C:13]=4[C:12]([C:22]([F:25])([F:24])[F:23])=[N:11]3)[CH:7]=[CH:6][C:3]=2[C:4]([NH2:5])=[O:45])[CH:34]=[CH:35][C:36]=1[O:37][CH3:38]. The yield is 0.710. (2) The reactants are [NH2:1][C:2]1[CH:17]=[CH:16][CH:15]=[CH:14][C:3]=1[C:4]([NH:6][C:7]1[CH:12]=[CH:11][C:10]([Cl:13])=[CH:9][CH:8]=1)=[O:5].[Cl:18][C:19]1[CH:26]=[CH:25][C:22]([CH:23]=O)=[CH:21][N:20]=1.OS([O-])=O.[Na+].CC1C=CC(S(O)(=O)=O)=CC=1. The catalyst is CC(N(C)C)=O.C(OCC)(=O)C. The product is [Cl:13][C:10]1[CH:11]=[CH:12][C:7]([N:6]2[C:4](=[O:5])[C:3]3[C:2](=[CH:17][CH:16]=[CH:15][CH:14]=3)[N:1]=[C:23]2[C:22]2[CH:21]=[N:20][C:19]([Cl:18])=[CH:26][CH:25]=2)=[CH:8][CH:9]=1. The yield is 0.0400. (3) The reactants are C(OC([N:6]=[S:7]([C:10]1[CH:15]=[CH:14][CH:13]=[C:12]([NH:16][C:17]2[N:22]=[C:21]([O:23][CH3:24])[C:20]([Br:25])=[CH:19][N:18]=2)[CH:11]=1)([CH3:9])=[O:8])=O)C.C(OC1C=CN=CN=1)C. No catalyst specified. The product is [Br:25][C:20]1[C:21]([O:23][CH3:24])=[N:22][C:17]([NH:16][C:12]2[CH:11]=[C:10]([S:7]([CH3:9])(=[NH:6])=[O:8])[CH:15]=[CH:14][CH:13]=2)=[N:18][CH:19]=1. The yield is 0.0300. (4) The reactants are [C:1]([O:5][C:6]([C:9]([C:12]([O:15][CH:16]([C:18]([CH2:21][OH:22])([F:20])[F:19])[F:17])([F:14])[F:13])([F:11])[F:10])([F:8])[F:7])([F:4])([F:3])[F:2].S(=O)(=O)(O)O.[O-][Mn](=O)(=O)=O.[K+].S(=O)(O)[O-].[Na+].[CH3:39][OH:40]. The catalyst is O. The product is [C:1]([O:5][C:6]([C:9]([C:12]([O:15][CH:16]([C:18]([C:21]([O:40][CH3:39])=[O:22])([F:19])[F:20])[F:17])([F:13])[F:14])([F:11])[F:10])([F:8])[F:7])([F:4])([F:3])[F:2]. The yield is 0.500. (5) The reactants are Cl[C:2]([O:4][CH2:5][C:6]1[CH:11]=[CH:10][CH:9]=[CH:8][CH:7]=1)=[O:3].[NH2:12][NH2:13].[C:14](=[O:17])([O-])[O-:15].[Na+].[Na+]. The catalyst is CO.O. The product is [NH:12]([C:14]([O:15][CH2:5][C:6]1[CH:11]=[CH:10][CH:9]=[CH:8][CH:7]=1)=[O:17])[NH:13][C:2]([O:4][CH2:5][C:6]1[CH:11]=[CH:10][CH:9]=[CH:8][CH:7]=1)=[O:3]. The yield is 0.718. (6) The reactants are [I:1][C:2]1[C:10]2[C:5](=[N:6][CH:7]=[CH:8][CH:9]=2)[NH:4][CH:3]=1.[H-].[Na+].[Si:13](Cl)([C:16]([CH3:19])([CH3:18])[CH3:17])([CH3:15])[CH3:14].O. The catalyst is O1CCCC1. The product is [C:16]([Si:13]([CH3:15])([CH3:14])[N:4]1[C:5]2=[N:6][CH:7]=[CH:8][CH:9]=[C:10]2[C:2]([I:1])=[CH:3]1)([CH3:19])([CH3:18])[CH3:17]. The yield is 0.150. (7) The reactants are [CH:1]1[N:5]=[CH:4][N:3]([CH2:6][C:7]([P:13]([OH:16])([OH:15])=[O:14])([P:9]([OH:12])([OH:11])=[O:10])[OH:8])[CH:2]=1.[OH-:17].[Na+:18]. The catalyst is O. The product is [CH:1]1[N:5]=[CH:4][N:3]([CH2:6][C:7]([P:9]([O-:12])([OH:11])=[O:10])([P:13]([O-:15])([OH:16])=[O:14])[OH:8])[CH:2]=1.[OH2:17].[OH2:8].[OH2:8].[OH2:8].[Na+:18].[Na+:18]. The yield is 0.220. (8) The reactants are [F:1][C:2]1[CH:7]=[CH:6][C:5]([C:8]([C:10]2[CH:15]=[C:14]([O:16][C:17]([F:22])([F:21])[CH:18]([F:20])[F:19])[CH:13]=[C:12]([F:23])[CH:11]=2)=O)=[CH:4][C:3]=1[O:24][CH3:25].[CH3:26][C:27]([S@:30]([NH2:32])=[O:31])([CH3:29])[CH3:28]. The product is [F:1][C:2]1[CH:7]=[CH:6][C:5]([C:8]([C:10]2[CH:15]=[C:14]([O:16][C:17]([F:22])([F:21])[CH:18]([F:20])[F:19])[CH:13]=[C:12]([F:23])[CH:11]=2)=[N:32][S@@:30]([C:27]([CH3:29])([CH3:28])[CH3:26])=[O:31])=[CH:4][C:3]=1[O:24][CH3:25]. The yield is 0.750. The catalyst is C1COCC1. (9) The reactants are [Br:1][C:2]1[CH:13]=[CH:12][C:5]2[O:6][CH2:7][CH2:8][CH2:9][C:10](=[O:11])[C:4]=2[CH:3]=1.[Br:14]Br. The catalyst is CCOCC. The product is [Br:14][CH:9]1[CH2:8][CH2:7][O:6][C:5]2[CH:12]=[CH:13][C:2]([Br:1])=[CH:3][C:4]=2[C:10]1=[O:11]. The yield is 0.890. (10) The reactants are [CH3:1][C:2]1[CH:9]=[C:8]([N+:10]([O-:12])=[O:11])[CH:7]=[CH:6][C:3]=1[C:4]#[N:5].CC(C)(O[CH:17](N(C)C)[N:18]([CH3:20])[CH3:19])C. The catalyst is CN(C=O)C. The product is [CH3:17][N:18]([CH3:20])/[CH:19]=[CH:1]/[C:2]1[CH:9]=[C:8]([N+:10]([O-:12])=[O:11])[CH:7]=[CH:6][C:3]=1[C:4]#[N:5]. The yield is 0.970.